Dataset: Reaction yield outcomes from USPTO patents with 853,638 reactions. Task: Predict the reaction yield, written as a fraction of the theoretical maximum amount of product (1.0 means a 100% yield; for example, 0.34 means a 34% yield). (1) The reactants are [Cl:1][C:2]1[C:3]([CH2:8][NH:9][C:10]([C@H:12]2[CH2:21][N:20]3[C@@H:15]([CH2:16][O:17][CH2:18][C:19]3=[O:22])[CH2:14][CH2:13]2)=O)=[N:4][CH:5]=[CH:6][N:7]=1.CN(C)C=O.N1C=CC=CC=1.O=P(Cl)(Cl)Cl.C(=O)(O)[O-].[Na+]. The catalyst is ClCCl. The product is [Cl:1][C:2]1[C:3]2[N:4]([C:10]([C@H:12]3[CH2:21][N:20]4[C@@H:15]([CH2:16][O:17][CH2:18][C:19]4=[O:22])[CH2:14][CH2:13]3)=[N:9][CH:8]=2)[CH:5]=[CH:6][N:7]=1. The yield is 0.333. (2) The reactants are [Cl:1][C:2]1[CH:3]=[CH:4][C:5]([C:8]([OH:10])=O)=[N:6][CH:7]=1.C(N(C(C)C)CC)(C)C.F[P-](F)(F)(F)(F)F.N1(OC(N(C)C)=[N+](C)C)C2N=CC=CC=2N=N1.[NH2:44][C:45]1[CH:46]=[CH:47][C:48]([F:60])=[C:49]([C:51]23[CH2:58][CH:57]2[CH2:56][O:55][CH2:54][C:53](=[S:59])[NH:52]3)[CH:50]=1. The catalyst is ClCCl. The product is [F:60][C:48]1[CH:47]=[CH:46][C:45]([NH:44][C:8]([C:5]2[CH:4]=[CH:3][C:2]([Cl:1])=[CH:7][N:6]=2)=[O:10])=[CH:50][C:49]=1[C:51]12[CH2:58][CH:57]1[CH2:56][O:55][CH2:54][C:53](=[S:59])[NH:52]2. The yield is 1.68. (3) The reactants are C1(C)C=CC=CC=1.Br[C:9]1[CH:10]=[CH:11][C:12]([C:15](=[O:17])[CH3:16])=[N:13][CH:14]=1.[CH3:18][O:19][C:20]1[CH:25]=[CH:24][C:23](B(O)O)=[CH:22][CH:21]=1.C([O-])([O-])=O.[Na+].[Na+]. The catalyst is C1C=CC([P]([Pd]([P](C2C=CC=CC=2)(C2C=CC=CC=2)C2C=CC=CC=2)([P](C2C=CC=CC=2)(C2C=CC=CC=2)C2C=CC=CC=2)[P](C2C=CC=CC=2)(C2C=CC=CC=2)C2C=CC=CC=2)(C2C=CC=CC=2)C2C=CC=CC=2)=CC=1.C(O)C. The product is [CH3:18][O:19][C:20]1[CH:25]=[CH:24][C:23]([C:9]2[CH:10]=[CH:11][C:12]([C:15](=[O:17])[CH3:16])=[N:13][CH:14]=2)=[CH:22][CH:21]=1. The yield is 0.880. (4) The product is [CH3:1][C:2]1([CH3:25])[C:6]([CH3:10])([CH2:7][CH2:8][Br:46])[C:5](=[O:11])[N:4]([C:12]2[CH:19]=[CH:18][C:15]([C:16]#[N:17])=[C:14]([C:20]([F:23])([F:22])[F:21])[CH:13]=2)[C:3]1=[O:24]. The catalyst is ClCCl. The reactants are [CH3:1][C:2]1([CH3:25])[C:6]([CH3:10])([CH2:7][CH2:8]O)[C:5](=[O:11])[N:4]([C:12]2[CH:19]=[CH:18][C:15]([C:16]#[N:17])=[C:14]([C:20]([F:23])([F:22])[F:21])[CH:13]=2)[C:3]1=[O:24].C1(P(C2C=CC=CC=2)C2C=CC=CC=2)C=CC=CC=1.C(Br)(Br)(Br)[Br:46]. The yield is 0.400. (5) The reactants are Br[C:2]1[C:3]2[C:8]([CH:9]=[C:10]3[C:15]=1[CH:14]=[CH:13][CH:12]=[CH:11]3)=[CH:7][CH:6]=[CH:5][CH:4]=2.[C:16]1(B(O)O)[CH:21]=[CH:20][CH:19]=[CH:18][CH:17]=1.C(=O)([O-])[O-].[K+].[K+].C1(C)C=CC=CC=1P(C1C=CC=CC=1C)C1C=CC=CC=1C. The catalyst is C([O-])(=O)C.[Pd+2].C([O-])(=O)C.COCCOC. The product is [C:16]1([C:2]2[C:3]3[C:8]([CH:9]=[C:10]4[C:15]=2[CH:14]=[CH:13][CH:12]=[CH:11]4)=[CH:7][CH:6]=[CH:5][CH:4]=3)[CH:21]=[CH:20][CH:19]=[CH:18][CH:17]=1. The yield is 0.850. (6) The reactants are [C:1]([O:6][CH2:7][CH3:8])(=[O:5])[CH:2]([CH3:4])[CH3:3].[Li+].CC([N-][CH:14]([CH3:16])[CH3:15])C.Br[CH2:18][C:19]1[CH:20]=[C:21]([C:25]([C:27]2[CH:32]=[CH:31][CH:30]=[C:29]([CH2:33]Br)[CH:28]=2)=[O:26])[CH:22]=[CH:23][CH:24]=1.[OH2:35].C1[CH2:40][O:39][CH2:38][CH2:37]1. No catalyst specified. The product is [CH2:38]([O:39][C:40](=[O:35])[C:14]([CH3:15])([CH3:16])[CH2:18][C:19]1[CH:24]=[CH:23][CH:22]=[C:21]([C:25](=[O:26])[C:27]2[CH:32]=[CH:31][CH:30]=[C:29]([CH2:33][C:2]([C:1]([O:6][CH2:7][CH3:8])=[O:5])([CH3:4])[CH3:3])[CH:28]=2)[CH:20]=1)[CH3:37]. The yield is 0.630. (7) The reactants are C[O:2][C:3]1[CH:8]=[CH:7][C:6]([N:9]2[C:17]3[C:12](=[CH:13][CH:14]=[CH:15][CH:16]=3)[C:11]([S:18]([CH3:21])(=[O:20])=[O:19])=[C:10]2[C:22]2[C:23]([CH3:28])=[N:24][O:25][C:26]=2[CH3:27])=[CH:5][CH:4]=1.B(Br)(Br)Br.O.CCOC(C)=O. The catalyst is C(Cl)Cl. The product is [CH3:28][C:23]1[C:22]([C:10]2[N:9]([C:6]3[CH:5]=[CH:4][C:3]([OH:2])=[CH:8][CH:7]=3)[C:17]3[C:12]([C:11]=2[S:18]([CH3:21])(=[O:20])=[O:19])=[CH:13][CH:14]=[CH:15][CH:16]=3)=[C:26]([CH3:27])[O:25][N:24]=1. The yield is 0.270. (8) The reactants are Cl[C:2]1[C:3]([C:11]([OH:13])=[O:12])=[N:4][N:5]([CH3:10])[C:6](=[O:9])[C:7]=1[CH3:8].[F:14][C:15]1[CH:21]=[C:20]([I:22])[CH:19]=[CH:18][C:16]=1[NH2:17].[Li+].C[Si]([N-][Si](C)(C)C)(C)C. The catalyst is C1COCC1. The product is [F:14][C:15]1[CH:21]=[C:20]([I:22])[CH:19]=[CH:18][C:16]=1[NH:17][C:2]1[C:3]([C:11]([OH:13])=[O:12])=[N:4][N:5]([CH3:10])[C:6](=[O:9])[C:7]=1[CH3:8]. The yield is 0.380.